Dataset: Reaction yield outcomes from USPTO patents with 853,638 reactions. Task: Predict the reaction yield, written as a fraction of the theoretical maximum amount of product (1.0 means a 100% yield; for example, 0.34 means a 34% yield). (1) The product is [ClH:30].[Cl:32][C:33]1[CH:34]=[CH:35][C:36]([NH:39][C:40](=[O:48])[C:41]2[CH:46]=[CH:45][CH:44]=[CH:43][C:42]=2[NH:47][C:28]([O:12][CH:9]2[CH2:10][CH2:11][N:7]([C:4]3[CH:5]=[CH:6][N:1]=[CH:2][CH:3]=3)[CH2:8]2)=[O:29])=[N:37][CH:38]=1. The reactants are [N:1]1[CH:6]=[CH:5][C:4]([N:7]2[CH2:11][CH2:10][CH:9]([OH:12])[CH2:8]2)=[CH:3][CH:2]=1.CS(O)(=O)=O.N1C2C(=CC=CC=2)C=CC=1.[C:28](Cl)([Cl:30])=[O:29].[Cl:32][C:33]1[CH:34]=[CH:35][C:36]([NH:39][C:40](=[O:48])[C:41]2[CH:46]=[CH:45][CH:44]=[CH:43][C:42]=2[NH2:47])=[N:37][CH:38]=1. The yield is 0.210. The catalyst is ClCCl.C1(C)C=CC=CC=1. (2) The reactants are C(N(CC)CC)C.[NH:8]1[CH2:12][CH2:11][CH:10]([OH:13])[CH2:9]1.[N+:14]([C:17]1[CH:18]=[C:19]([CH:23]=[CH:24][CH:25]=1)[C:20](Cl)=[O:21])([O-:16])=[O:15]. The catalyst is ClCCl. The product is [OH:13][CH:10]1[CH2:11][CH2:12][N:8]([C:20]([C:19]2[CH:23]=[CH:24][CH:25]=[C:17]([N+:14]([O-:16])=[O:15])[CH:18]=2)=[O:21])[CH2:9]1. The yield is 0.800. (3) The reactants are [CH3:1][O:2][C:3]1[CH:4]=[C:5]([NH:12][C:13]2[C:14]([NH:23][S:24]([C:27]3[CH:32]=[CH:31][CH:30]=[C:29]([N+:33]([O-])=O)[CH:28]=3)(=[O:26])=[O:25])=[N:15][C:16]3[C:21]([N:22]=2)=[CH:20][CH:19]=[CH:18][CH:17]=3)[CH:6]=[C:7]([N+:9]([O-])=O)[CH:8]=1.CCO.C(O)=O.C([O-])=O.[K+]. The catalyst is C1COCC1. The product is [NH2:33][C:29]1[CH:28]=[C:27]([S:24]([NH:23][C:14]2[C:13]([NH:12][C:5]3[CH:4]=[C:3]([O:2][CH3:1])[CH:8]=[C:7]([NH2:9])[CH:6]=3)=[N:22][C:21]3[C:16](=[CH:17][CH:18]=[CH:19][CH:20]=3)[N:15]=2)(=[O:26])=[O:25])[CH:32]=[CH:31][CH:30]=1. The yield is 0.930. (4) The reactants are C([O:4][C@@H:5]1[CH2:10][CH2:9][CH2:8][C@@H:7]([N:11]2[C:15]3[CH:16]=[C:17]([Cl:21])[C:18]([Cl:20])=[CH:19][C:14]=3[N:13]=[C:12]2Br)[C@@H:6]1[O:23]C(=O)C)(=O)C.[CH:27]1([NH2:30])[CH2:29][CH2:28]1.[OH-].[Na+]. No catalyst specified. The product is [Cl:20][C:18]1[C:17]([Cl:21])=[CH:16][C:15]2[N:11]([C@@H:7]3[CH2:8][CH2:9][CH2:10][C@@H:5]([OH:4])[C@H:6]3[OH:23])[C:12]([NH:30][CH:27]3[CH2:29][CH2:28]3)=[N:13][C:14]=2[CH:19]=1. The yield is 0.760. (5) The reactants are [NH2:1][C:2]1[CH:3]=[CH:4][C:5]([O:9][CH3:10])=[C:6]([OH:8])[CH:7]=1.[Br:11][CH:12]([CH:15]=O)[CH:13]=O.Br.[OH-].[Na+]. The catalyst is O.C(O)C. The product is [Br:11][C:12]1[CH:13]=[N:1][C:2]2[C:3]([CH:15]=1)=[CH:4][C:5]([O:9][CH3:10])=[C:6]([OH:8])[CH:7]=2. The yield is 0.0400. (6) The reactants are Cl.[OH:2][NH2:3].C(=O)([O-])[O-].[Na+].[Na+].[O:10]1[C:14]2([CH2:19][CH2:18][CH2:17][CH2:16][CH2:15]2)[O:13][CH2:12][C@@H:11]1[CH:20]=O. The catalyst is O.C1COCC1. The product is [O:10]1[C:14]2([CH2:19][CH2:18][CH2:17][CH2:16][CH2:15]2)[O:13][CH2:12][C@@H:11]1[CH:20]=[N:3][OH:2]. The yield is 0.990. (7) The reactants are Br[C:2]1[CH:3]=[C:4]2[C:9](=[CH:10][CH:11]=1)[N:8]=[CH:7][C:6]([C:12]([CH:14]1[CH2:16][CH2:15]1)=[O:13])=[C:5]2[NH:17][C:18]1[CH:23]=[CH:22][CH:21]=[C:20]([CH2:24][CH2:25][N:26]2[CH2:31][CH2:30][N:29]([CH3:32])[CH2:28][CH2:27]2)[CH:19]=1.[Cl:33][C:34]1[CH:39]=[C:38](B2OC(C)(C)C(C)(C)O2)[CH:37]=[C:36]([Cl:49])[C:35]=1[OH:50]. No catalyst specified. The product is [CH:14]1([C:12]([C:6]2[CH:7]=[N:8][C:9]3[C:4]([C:5]=2[NH:17][C:18]2[CH:23]=[CH:22][CH:21]=[C:20]([CH2:24][CH2:25][N:26]4[CH2:27][CH2:28][N:29]([CH3:32])[CH2:30][CH2:31]4)[CH:19]=2)=[CH:3][C:2]([C:38]2[CH:39]=[C:34]([Cl:33])[C:35]([OH:50])=[C:36]([Cl:49])[CH:37]=2)=[CH:11][CH:10]=3)=[O:13])[CH2:15][CH2:16]1. The yield is 0.740. (8) The reactants are [NH:1]1[CH2:7][CH2:6][CH2:5][CH:4]([NH:8][C:9]([C@@H:11]([NH:16][C:17]([C:19]2[N:20]([CH3:28])[C:21]3[C:26]([CH:27]=2)=[CH:25][CH:24]=[CH:23][CH:22]=3)=[O:18])[CH2:12][CH:13]([CH3:15])[CH3:14])=[O:10])[CH2:3][CH2:2]1.[C:29]([C:31]1[CH:36]=[CH:35][CH:34]=[CH:33][C:32]=1[S:37](Cl)(=[O:39])=[O:38])#[N:30].C(N(CC)CC)C. The catalyst is C(Cl)Cl. The product is [C:29]([C:31]1[CH:36]=[CH:35][CH:34]=[CH:33][C:32]=1[S:37]([N:1]1[CH2:7][CH2:6][CH2:5][CH:4]([NH:8][C:9]([C@@H:11]([NH:16][C:17]([C:19]2[N:20]([CH3:28])[C:21]3[C:26]([CH:27]=2)=[CH:25][CH:24]=[CH:23][CH:22]=3)=[O:18])[CH2:12][CH:13]([CH3:15])[CH3:14])=[O:10])[CH2:3][CH2:2]1)(=[O:39])=[O:38])#[N:30]. The yield is 0.680.